From a dataset of Reaction yield outcomes from USPTO patents with 853,638 reactions. Predict the reaction yield, written as a fraction of the theoretical maximum amount of product (1.0 means a 100% yield; for example, 0.34 means a 34% yield). (1) The reactants are [NH:1]1[C:9]2[C:4](=[CH:5][C:6]([C:10]([OH:12])=[O:11])=[CH:7][CH:8]=2)[CH:3]=[N:2]1.[C:13](OC(=O)C)(=[O:15])[CH3:14]. The catalyst is CC(O)=O.CCCCCC. The product is [C:13]([N:1]1[C:9]2[C:4](=[CH:5][C:6]([C:10]([OH:12])=[O:11])=[CH:7][CH:8]=2)[CH:3]=[N:2]1)(=[O:15])[CH3:14]. The yield is 0.780. (2) The reactants are FC(F)(F)C(O)=O.[CH3:8][O:9][C:10](=[O:24])[NH:11][CH:12]([C:14]1[CH:15]=[C:16]2[C:21](=[CH:22][CH:23]=1)[CH2:20][NH:19][CH2:18][CH2:17]2)[CH3:13].Br[CH2:26][C:27]1[CH:32]=[CH:31][C:30]([O:33][CH2:34][CH:35]2[CH2:37][CH2:36]2)=[CH:29][CH:28]=1. No catalyst specified. The product is [CH3:8][O:9][C:10](=[O:24])[NH:11][CH:12]([C:14]1[CH:15]=[C:16]2[C:21](=[CH:22][CH:23]=1)[CH2:20][N:19]([CH2:26][C:27]1[CH:32]=[CH:31][C:30]([O:33][CH2:34][CH:35]3[CH2:37][CH2:36]3)=[CH:29][CH:28]=1)[CH2:18][CH2:17]2)[CH3:13]. The yield is 0.100. (3) The reactants are C([O:4][C@@H:5]1[C@@H:11]([O:12]C(=O)C)[C@:10]2([C:17]3[CH:22]=[CH:21][C:20]([Cl:23])=[C:19]([C:24](=[O:34])[C:25]4[CH:30]=[CH:29][C:28]([O:31][CH2:32][CH3:33])=[CH:27][CH:26]=4)[CH:18]=3)[O:16][C@@:7]([CH2:35][O:36]C(=O)C)([CH2:8][O:9]2)[C@H:6]1[O:40]C(=O)C)(=O)C.C[O-].[Na+]. The catalyst is CO.O1CCCC1. The product is [Cl:23][C:20]1[CH:21]=[CH:22][C:17]([C@@:10]23[O:16][C@@:7]([CH2:35][OH:36])([CH2:8][O:9]2)[C@@H:6]([OH:40])[C@H:5]([OH:4])[C@H:11]3[OH:12])=[CH:18][C:19]=1[C:24]([C:25]1[CH:26]=[CH:27][C:28]([O:31][CH2:32][CH3:33])=[CH:29][CH:30]=1)=[O:34]. The yield is 0.940. (4) The reactants are [N:1]1([CH2:7][C:8]2[CH:23]=[CH:22][C:11]([CH2:12][C:13]3[CH:21]=[CH:20][C:16]([C:17](O)=[O:18])=[CH:15][CH:14]=3)=[CH:10][CH:9]=2)[CH2:6][CH2:5][O:4][CH2:3][CH2:2]1.CN(C(ON1N=NC2C=CC=NC1=2)=[N+](C)C)C.F[P-](F)(F)(F)(F)F.CCN(C(C)C)C(C)C.[NH2:57][C@H:58]([C:62]([O:64][CH3:65])=[O:63])[C@@H:59]([CH3:61])[OH:60].Cl. The catalyst is CN(C=O)C.CCOC(C)=O. The yield is 0.820. The product is [CH3:65][O:64][C:62](=[O:63])[C@@H:58]([NH:57][C:17](=[O:18])[C:16]1[CH:15]=[CH:14][C:13]([CH2:12][C:11]2[CH:22]=[CH:23][C:8]([CH2:7][N:1]3[CH2:2][CH2:3][O:4][CH2:5][CH2:6]3)=[CH:9][CH:10]=2)=[CH:21][CH:20]=1)[C@H:59]([OH:60])[CH3:61].